The task is: Predict which catalyst facilitates the given reaction.. This data is from Catalyst prediction with 721,799 reactions and 888 catalyst types from USPTO. (1) Reactant: [H-].[Al+3].[Li+].[H-].[H-].[H-].[C:7]([O:11][C:12](=[O:46])[NH:13][CH:14]([C:40](=[O:45])N(OC)C)[CH2:15][C:16]1[N:17]=[CH:18][N:19]([C:21]([C:34]2[CH:39]=[CH:38][CH:37]=[CH:36][CH:35]=2)([C:28]2[CH:33]=[CH:32][CH:31]=[CH:30][CH:29]=2)[C:22]2[CH:27]=[CH:26][CH:25]=[CH:24][CH:23]=2)[CH:20]=1)([CH3:10])([CH3:9])[CH3:8].CC(=O)OCC.C(C(C(C([O-])=O)O)O)([O-])=O.[K+].[Na+]. Product: [C:7]([O:11][C:12](=[O:46])[NH:13][CH:14]([CH:40]=[O:45])[CH2:15][C:16]1[N:17]=[CH:18][N:19]([C:21]([C:28]2[CH:29]=[CH:30][CH:31]=[CH:32][CH:33]=2)([C:22]2[CH:27]=[CH:26][CH:25]=[CH:24][CH:23]=2)[C:34]2[CH:39]=[CH:38][CH:37]=[CH:36][CH:35]=2)[CH:20]=1)([CH3:8])([CH3:10])[CH3:9]. The catalyst class is: 1. (2) Reactant: [H-].[Na+].[OH:3][C:4]1[CH2:5][CH:6]([C:11]([OH:13])=[O:12])[CH2:7][C:8](=[O:10])[CH:9]=1.[Cl-].[C:15]1([N+:21]#[N:22])[CH:20]=[CH:19][CH:18]=[CH:17][CH:16]=1.O.Cl.N[C:26]1C=CC=CC=1.N([O-])=O.[Na+]. Product: [OH:3][C:4]1[CH2:5][CH:6]([C:11]([O:13][CH3:26])=[O:12])[CH2:7][C:8](=[O:10])[C:9]=1[N:22]=[N:21][C:15]1[CH:20]=[CH:19][CH:18]=[CH:17][CH:16]=1. The catalyst class is: 5. (3) Reactant: [Cl:1][C:2]1[CH:13]=[CH:12][C:5]([C:6](N(OC)C)=[O:7])=[C:4]([I:14])[CH:3]=1.[F-].[Cs+].[F:17][C:18]([Si](C)(C)C)([F:20])[F:19].[F-].C([N+](CCCC)(CCCC)CCCC)CCC. Product: [Cl:1][C:2]1[CH:13]=[CH:12][C:5]([C:6](=[O:7])[C:18]([F:20])([F:19])[F:17])=[C:4]([I:14])[CH:3]=1. The catalyst class is: 93. (4) Reactant: [NH2:1][C:2]1[CH:3]=[CH:4][C:5]([C:8]([NH2:10])=[NH:9])=[N:6][CH:7]=1.C([O:13][C:14](=O)[CH:15]([Cl:19])[C:16]([CH3:18])=O)C.C(=O)([O-])[O-].[Na+].[Na+]. Product: [NH2:1][C:2]1[CH:3]=[CH:4][C:5]([C:8]2[N:10]=[C:14]([OH:13])[C:15]([Cl:19])=[C:16]([CH3:18])[N:9]=2)=[N:6][CH:7]=1. The catalyst class is: 97. (5) Reactant: [C:1]([O:5][C:6]([N:8]1[CH2:13][CH:12]=[C:11]([C:14]2[C:22]3[S:21][C:20]([NH:23][C:24]([C:26]4[CH:31]=[C:30]([O:32][CH3:33])[N:29]=[C:28](Cl)[CH:27]=4)=[O:25])=[N:19][C:18]=3[C:17]([O:35][CH3:36])=[CH:16][CH:15]=2)[CH2:10][CH2:9]1)=[O:7])([CH3:4])([CH3:3])[CH3:2].C1COCC1.C(N(CC)CC)C. Product: [C:1]([O:5][C:6]([N:8]1[CH2:13][CH2:12][CH:11]([C:14]2[C:22]3[S:21][C:20]([NH:23][C:24]([C:26]4[CH:27]=[CH:28][N:29]=[C:30]([O:32][CH3:33])[CH:31]=4)=[O:25])=[N:19][C:18]=3[C:17]([O:35][CH3:36])=[CH:16][CH:15]=2)[CH2:10][CH2:9]1)=[O:7])([CH3:4])([CH3:3])[CH3:2]. The catalyst class is: 19. (6) Reactant: [F:1][C:2]1[C:7]([CH:8]([OH:18])[C:9]2[C:17]3[C:12](=[N:13][CH:14]=[CH:15][N:16]=3)[NH:11][CH:10]=2)=[C:6]([F:19])[CH:5]=[CH:4][C:3]=1[NH:20][S:21]([CH2:24][CH2:25][CH3:26])(=[O:23])=[O:22].CC(OI1(OC(C)=O)(OC(C)=O)OC(=O)C2C=CC=CC1=2)=O. Product: [F:1][C:2]1[C:7]([C:8]([C:9]2[C:17]3[C:12](=[N:13][CH:14]=[CH:15][N:16]=3)[NH:11][CH:10]=2)=[O:18])=[C:6]([F:19])[CH:5]=[CH:4][C:3]=1[NH:20][S:21]([CH2:24][CH2:25][CH3:26])(=[O:23])=[O:22]. The catalyst class is: 7. (7) The catalyst class is: 13. Reactant: [NH2:1][N:2]1[CH2:7][CH2:6][N:5]([CH3:8])[CH2:4][CH2:3]1.[Br:9][C:10]1[CH:11]=[CH:12][C:13](F)=[C:14]([N+:16]([O-:18])=[O:17])[CH:15]=1.C(N(CC)CC)C. Product: [Br:9][C:10]1[CH:11]=[CH:12][C:13]([NH:1][N:2]2[CH2:7][CH2:6][N:5]([CH3:8])[CH2:4][CH2:3]2)=[C:14]([N+:16]([O-:18])=[O:17])[CH:15]=1.